From a dataset of Forward reaction prediction with 1.9M reactions from USPTO patents (1976-2016). Predict the product of the given reaction. (1) Given the reactants [F:1][C:2]1[CH:7]=[CH:6][CH:5]=[CH:4][C:3]=1[C:8]1[NH:17][C:16](=O)[C:15]2[C:10](=[CH:11][CH:12]=[CH:13][CH:14]=2)[N:9]=1.S(Cl)([Cl:21])=O.CN(C)C=O, predict the reaction product. The product is: [Cl:21][C:16]1[C:15]2[C:10](=[CH:11][CH:12]=[CH:13][CH:14]=2)[N:9]=[C:8]([C:3]2[CH:4]=[CH:5][CH:6]=[CH:7][C:2]=2[F:1])[N:17]=1. (2) Given the reactants FC(F)(F)C([NH:5][C:6]1[CH:11]=[CH:10][C:9]([CH2:12][N:13]2[CH2:18][CH2:17][N:16]([CH3:19])[CH2:15][CH2:14]2)=[C:8]([C:20]([F:23])([F:22])[F:21])[CH:7]=1)=O.C([O-])([O-])=O.[K+].[K+], predict the reaction product. The product is: [CH3:19][N:16]1[CH2:17][CH2:18][N:13]([CH2:12][C:9]2[CH:10]=[CH:11][C:6]([NH2:5])=[CH:7][C:8]=2[C:20]([F:23])([F:21])[F:22])[CH2:14][CH2:15]1. (3) Given the reactants [OH:1][CH:2]1[CH2:6][N:5]([C:7]2[CH:12]=[CH:11][C:10]([N+:13]([O-:15])=[O:14])=[CH:9][CH:8]=2)[CH:4]([C:16](O)=[O:17])[CH2:3]1.CO, predict the reaction product. The product is: [OH:17][CH2:16][CH:4]1[N:5]([C:7]2[CH:8]=[CH:9][C:10]([N+:13]([O-:15])=[O:14])=[CH:11][CH:12]=2)[CH2:6][CH:2]([OH:1])[CH2:3]1. (4) Given the reactants [Cl:1][C:2]1[N:7]=[N:6][C:5]([C:8](OCC)=[O:9])=[C:4]([NH:13][C:14]2[CH:19]=[CH:18][C:17]([CH3:20])=[C:16]([N:21]([CH3:23])[CH3:22])[N:15]=2)[CH:3]=1.[NH3:24], predict the reaction product. The product is: [Cl:1][C:2]1[N:7]=[N:6][C:5]([C:8]([NH2:24])=[O:9])=[C:4]([NH:13][C:14]2[CH:19]=[CH:18][C:17]([CH3:20])=[C:16]([N:21]([CH3:23])[CH3:22])[N:15]=2)[CH:3]=1. (5) Given the reactants I[C:2]1[C:10]2[C:5](=[N:6][CH:7]=[C:8]([C:11]3[CH:16]=[CH:15][C:14]([N:17]4[CH2:22][CH2:21][N:20]([C:23]([O:25][C:26]([CH3:29])([CH3:28])[CH3:27])=[O:24])[CH2:19][CH2:18]4)=[CH:13][C:12]=3[O:30][CH3:31])[CH:9]=2)[N:4]([S:32]([C:35]2[CH:41]=[CH:40][C:38]([CH3:39])=[CH:37][CH:36]=2)(=[O:34])=[O:33])[CH:3]=1.[F:42][C:43]1[CH:44]=[C:45]([CH:61]=[CH:62][CH:63]=1)[CH2:46][N:47]1[CH:51]=[C:50](B2OC(C)(C)C(C)(C)O2)[CH:49]=[N:48]1.C(=O)([O-])[O-].[Na+].[Na+], predict the reaction product. The product is: [F:42][C:43]1[CH:44]=[C:45]([CH:61]=[CH:62][CH:63]=1)[CH2:46][N:47]1[CH:51]=[C:50]([C:2]2[C:10]3[C:5](=[N:6][CH:7]=[C:8]([C:11]4[CH:16]=[CH:15][C:14]([N:17]5[CH2:22][CH2:21][N:20]([C:23]([O:25][C:26]([CH3:29])([CH3:28])[CH3:27])=[O:24])[CH2:19][CH2:18]5)=[CH:13][C:12]=4[O:30][CH3:31])[CH:9]=3)[N:4]([S:32]([C:35]3[CH:41]=[CH:40][C:38]([CH3:39])=[CH:37][CH:36]=3)(=[O:34])=[O:33])[CH:3]=2)[CH:49]=[N:48]1. (6) Given the reactants Cl[C:2]1[C:11]2[C:6](=[CH:7][CH:8]=[C:9]([CH3:12])[CH:10]=2)[N:5]=[C:4]([N:13]2[CH2:19][C:18]3[CH:20]=[CH:21][CH:22]=[CH:23][C:17]=3[S:16](=[O:25])(=[O:24])[CH2:15][CH2:14]2)[CH:3]=1.[CH2:26]([NH2:30])[CH:27]([NH2:29])[CH3:28], predict the reaction product. The product is: [O:24]=[S:16]1(=[O:25])[C:17]2[CH:23]=[CH:22][CH:21]=[CH:20][C:18]=2[CH2:19][N:13]([C:4]2[CH:3]=[C:2]([NH:29][CH:27]([CH3:28])[CH2:26][NH2:30])[C:11]3[C:6](=[CH:7][CH:8]=[C:9]([CH3:12])[CH:10]=3)[N:5]=2)[CH2:14][CH2:15]1. (7) Given the reactants [CH3:1][O:2][CH2:3][CH2:4][O:5][CH2:6][CH2:7][O:8][CH2:9][CH2:10][O:11][CH2:12][CH2:13][O:14][CH2:15][C:16]([OH:18])=[O:17].O[CH2:20][C@H:21]1[O:25][C:24](=[O:26])[N:23]([C:27]2[CH:36]=[C:35]3[C:30]([CH:31]=[C:32]([C:38]4[CH:43]=[CH:42][CH:41]=[CH:40][C:39]=4[C:44]([F:47])([F:46])[F:45])[NH:33][C:34]3=[O:37])=[CH:29][CH:28]=2)[CH2:22]1.COCCOCCOCCOCCO, predict the reaction product. The product is: [CH3:1][O:2][CH2:3][CH2:4][O:5][CH2:6][CH2:7][O:8][CH2:9][CH2:10][O:11][CH2:12][CH2:13][O:14][CH2:15][C:16]([O:18][CH2:20][C@H:21]1[O:25][C:24](=[O:26])[N:23]([C:27]2[CH:36]=[C:35]3[C:30]([CH:31]=[C:32]([C:38]4[CH:43]=[CH:42][CH:41]=[CH:40][C:39]=4[C:44]([F:46])([F:45])[F:47])[NH:33][C:34]3=[O:37])=[CH:29][CH:28]=2)[CH2:22]1)=[O:17].[CH3:1][O:2][CH2:3][CH2:4][O:5][CH2:6][CH2:7][O:8][CH2:9][CH2:10][O:11][CH2:12][CH2:13][O:14][CH2:15][C:16]([OH:18])=[O:17]. (8) Given the reactants [F:1][C:2]1[CH:7]=[CH:6][C:5]([N:8]2[C:16]3[C:11](=[CH:12][C:13]([O:17][C@H:18]([C:22]4[CH:27]=[CH:26][CH:25]=[C:24]([O:28][CH3:29])[CH:23]=4)[C@@H:19]([NH2:21])[CH3:20])=[CH:14][CH:15]=3)[CH:10]=[N:9]2)=[CH:4][CH:3]=1.[CH3:30][NH:31][C:32](=[O:36])[C:33](O)=[O:34], predict the reaction product. The product is: [F:1][C:2]1[CH:3]=[CH:4][C:5]([N:8]2[C:16]3[C:11](=[CH:12][C:13]([O:17][C@H:18]([C:22]4[CH:27]=[CH:26][CH:25]=[C:24]([O:28][CH3:29])[CH:23]=4)[C@@H:19]([NH:21][C:33]([C:32]([NH:31][CH3:30])=[O:36])=[O:34])[CH3:20])=[CH:14][CH:15]=3)[CH:10]=[N:9]2)=[CH:6][CH:7]=1. (9) The product is: [NH2:17][C:8]1[CH:7]=[C:6]([C:3]([CH3:5])([CH3:4])[C:1]#[N:2])[CH:14]=[CH:13][CH:12]=1. Given the reactants [C:1]([C:3]([C:6]1[CH:7]=[C:8]([CH:12]=[CH:13][CH:14]=1)C(O)=O)([CH3:5])[CH3:4])#[N:2].CC[N:17](C(C)C)C(C)C.C1C=CC(P(N=[N+]=[N-])(C2C=CC=CC=2)=O)=CC=1, predict the reaction product.